From a dataset of Forward reaction prediction with 1.9M reactions from USPTO patents (1976-2016). Predict the product of the given reaction. (1) Given the reactants [OH:1][C:2]1[CH:7]=[CH:6][C:5]([C:8](=[O:10])[CH3:9])=[CH:4][CH:3]=1.C([O-])([O-])=O.[K+].[K+].[CH2:17](Cl)[C:18]1[CH:23]=[CH:22][CH:21]=[CH:20][CH:19]=1, predict the reaction product. The product is: [CH2:17]([O:1][C:2]1[CH:7]=[CH:6][C:5]([C:8](=[O:10])[CH3:9])=[CH:4][CH:3]=1)[C:18]1[CH:23]=[CH:22][CH:21]=[CH:20][CH:19]=1. (2) The product is: [Cl:1][C:2]1[C:3]([C:9]2[CH:14]=[C:13]([F:15])[CH:12]=[CH:11][C:10]=2[O:16][CH3:17])=[CH:4][C:5]([NH2:19])=[N:6][CH:7]=1. Given the reactants [Cl:1][C:2]1[C:3]([C:9]2[CH:14]=[C:13]([F:15])[CH:12]=[CH:11][C:10]=2[O:16][CH3:17])=[CH:4][C:5](F)=[N:6][CH:7]=1.[OH-].[NH4+:19], predict the reaction product. (3) Given the reactants [CH2:1]([O:3][C:4]1[CH:12]=[CH:11][CH:10]=[C:9]2[C:5]=1[C:6]([C:17]([OH:19])=O)=[CH:7][N:8]2[CH2:13][CH2:14][O:15][CH3:16])[CH3:2].Cl.[F:21][C:22]([F:41])([F:40])[C:23]([NH:25][CH2:26][C:27]1[CH:32]=[CH:31][C:30]([F:33])=[C:29]([CH:34]2[CH2:39][CH2:38][NH:37][CH2:36][CH2:35]2)[CH:28]=1)=[O:24], predict the reaction product. The product is: [CH2:1]([O:3][C:4]1[CH:12]=[CH:11][CH:10]=[C:9]2[C:5]=1[C:6]([C:17]([N:37]1[CH2:38][CH2:39][CH:34]([C:29]3[CH:28]=[C:27]([CH:32]=[CH:31][C:30]=3[F:33])[CH2:26][NH:25][C:23](=[O:24])[C:22]([F:41])([F:40])[F:21])[CH2:35][CH2:36]1)=[O:19])=[CH:7][N:8]2[CH2:13][CH2:14][O:15][CH3:16])[CH3:2]. (4) The product is: [Br:1][C:2]1[CH:3]=[CH:4][C:5]([O:9][CH:10]([F:11])[F:12])=[C:6]2[C:7]=1[CH:26]=[CH:31][CH:30]([CH:29]1[CH2:28][CH2:27]1)[O:8]2. Given the reactants [Br:1][C:2]1[CH:3]=[CH:4][C:5]([O:9][CH:10]([F:12])[F:11])=[C:6]([OH:8])[CH:7]=1.[C:26]1(P([C:26]2[CH:31]=[CH:30][CH:29]=[CH:28][CH:27]=2)[C:26]2[CH:31]=[CH:30][CH:29]=[CH:28][CH:27]=2)[CH:31]=[CH:30][CH:29]=[CH:28][CH:27]=1.C1(C(O)C#C[Si](C)(C)C)CC1.N(C(OCC)=O)=NC(OCC)=O, predict the reaction product.